From a dataset of Full USPTO retrosynthesis dataset with 1.9M reactions from patents (1976-2016). Predict the reactants needed to synthesize the given product. (1) Given the product [F:1][C:2]1[CH:3]=[CH:4][C:5]([O:8][CH2:9][CH2:10][C@@H:11]2[CH2:17][C@@H:16]3[C@@H:14]([CH2:15]3)[CH2:13][NH:12]2)=[N:6][CH:7]=1, predict the reactants needed to synthesize it. The reactants are: [F:1][C:2]1[CH:3]=[CH:4][C:5]([O:8][CH2:9][CH2:10][C@@H:11]2[CH2:17][C@@H:16]3[C@@H:14]([CH2:15]3)[CH2:13][N:12]2C(OC(C)(C)C)=O)=[N:6][CH:7]=1.C(O)(C(F)(F)F)=O. (2) Given the product [O:23]1[C:27]2([CH2:28][CH2:29][CH:30]([N:33]3[C:37]4=[N:38][CH:39]=[N:40][C:41]([NH2:42])=[C:36]4[C:35]([C:11]4[CH:10]=[N:9][C:8]([O:1][C:2]5[CH:3]=[CH:4][CH:5]=[CH:6][CH:7]=5)=[CH:13][CH:12]=4)=[N:34]3)[CH2:31][CH2:32]2)[O:26][CH2:25][CH2:24]1, predict the reactants needed to synthesize it. The reactants are: [O:1]([C:8]1[CH:13]=[CH:12][C:11](B2OC(C)(C)C(C)(C)O2)=[CH:10][N:9]=1)[C:2]1[CH:7]=[CH:6][CH:5]=[CH:4][CH:3]=1.[O:23]1[C:27]2([CH2:32][CH2:31][CH:30]([N:33]3[C:37]4=[N:38][CH:39]=[N:40][C:41]([NH2:42])=[C:36]4[C:35](I)=[N:34]3)[CH2:29][CH2:28]2)[O:26][CH2:25][CH2:24]1.C(=O)([O-])[O-].[Na+].[Na+].C(#N)C. (3) Given the product [CH2:33]([N:4]1[C:5]2[C:6](=[C:7]3[C:12](=[CH:13][CH:14]=2)[N:11]=[C:10]([O:15][CH:16]([CH3:18])[CH3:17])[CH:9]=[C:8]3[C:19]([F:21])([F:22])[F:20])[O:23][CH2:24][C@H:3]1[CH2:1][CH3:2])[CH:32]=[CH2:31], predict the reactants needed to synthesize it. The reactants are: [CH2:1]([C@@H:3]1[CH2:24][O:23][C:6]2=[C:7]3[C:12](=[CH:13][CH:14]=[C:5]2[NH:4]1)[N:11]=[C:10]([O:15][CH:16]([CH3:18])[CH3:17])[CH:9]=[C:8]3[C:19]([F:22])([F:21])[F:20])[CH3:2].C([O-])([O-])=O.[K+].[K+].[CH2:31](Br)[CH:32]=[CH2:33].O. (4) Given the product [NH2:25][S:26]([C:29]1[C:30]([Cl:47])=[CH:31][C:32]([NH:40][CH2:41][C:42]2[O:43][CH:44]=[CH:45][CH:46]=2)=[C:33]([CH:39]=1)[C:34]([O:36][CH2:37][N:11]1[C@H:12]([CH3:15])[CH2:13][O:14][C@:9]([C:4]2[CH:3]=[C:2]([F:1])[CH:7]=[C:6]([F:8])[CH:5]=2)([OH:17])[C@@H:10]1[CH3:16])=[O:35])(=[O:27])=[O:28], predict the reactants needed to synthesize it. The reactants are: [F:1][C:2]1[CH:3]=[C:4]([C@:9]2([OH:17])[O:14][CH2:13][C@@H:12]([CH3:15])[NH:11][C@H:10]2[CH3:16])[CH:5]=[C:6]([F:8])[CH:7]=1.C(N(CC)CC)C.[NH2:25][S:26]([C:29]1[C:30]([Cl:47])=[CH:31][C:32]([NH:40][CH2:41][C:42]2[O:43][CH:44]=[CH:45][CH:46]=2)=[C:33]([CH:39]=1)[C:34]([O:36][CH2:37]Cl)=[O:35])(=[O:28])=[O:27]. (5) Given the product [Cl:1][C:2]1[CH:10]=[C:9]2[C:5](/[C:6](=[CH:16]/[C:15]3[CH:18]=[CH:19][CH:20]=[C:13]([Cl:12])[CH:14]=3)/[C:7](=[O:11])[NH:8]2)=[CH:4][CH:3]=1, predict the reactants needed to synthesize it. The reactants are: [Cl:1][C:2]1[CH:10]=[C:9]2[C:5]([CH2:6][C:7](=[O:11])[NH:8]2)=[CH:4][CH:3]=1.[Cl:12][C:13]1[CH:14]=[C:15]([CH:18]=[CH:19][CH:20]=1)[CH:16]=O.N1CCCC1.